From a dataset of Full USPTO retrosynthesis dataset with 1.9M reactions from patents (1976-2016). Predict the reactants needed to synthesize the given product. Given the product [C:15]([C:16]1[CH:17]=[C:18]([NH2:19])[N:12]([C:4]2[CH:3]=[N:2][C:11]3[C:6]([CH:5]=2)=[CH:7][CH:8]=[CH:9][CH:10]=3)[N:13]=1)([CH3:22])([CH3:21])[CH3:14], predict the reactants needed to synthesize it. The reactants are: Cl.[N:2]1[C:11]2[C:6](=[CH:7][CH:8]=[CH:9][CH:10]=2)[CH:5]=[C:4]([NH:12][NH2:13])[CH:3]=1.[CH3:14][C:15]([CH3:22])([CH3:21])[C:16](=O)[CH2:17][C:18]#[N:19].